This data is from Catalyst prediction with 721,799 reactions and 888 catalyst types from USPTO. The task is: Predict which catalyst facilitates the given reaction. (1) Reactant: Cl.[CH3:2][O:3][C:4]1[CH:16]=[CH:15][C:7]([CH2:8][C@@H:9]([C:11]([O:13][CH3:14])=[O:12])[NH2:10])=[CH:6][CH:5]=1.C(N(CC)CC)C.[C:24](O)(=[O:33])[CH:25]=[CH:26][C:27]1[CH:32]=[CH:31][CH:30]=[CH:29][CH:28]=1.CCN=C=NCCCN(C)C.Cl. Product: [CH3:2][O:3][C:4]1[CH:5]=[CH:6][C:7]([CH2:8][C@@H:9]([C:11]([O:13][CH3:14])=[O:12])[NH:10][C:24](=[O:33])[CH:25]=[CH:26][C:27]2[CH:32]=[CH:31][CH:30]=[CH:29][CH:28]=2)=[CH:15][CH:16]=1. The catalyst class is: 2. (2) Reactant: [CH2:1]([O:3][C:4](=[O:19])[CH:5]=[CH:6][C:7]1[CH:12]=[CH:11][C:10]([C:13]2[N:14]=[C:15]([NH2:18])[S:16][CH:17]=2)=[CH:9][CH:8]=1)[CH3:2].[C:20](OC(=O)C)(=[O:22])[CH3:21].C(N(CC)CC)C. Product: [CH2:1]([O:3][C:4](=[O:19])[CH:5]=[CH:6][C:7]1[CH:8]=[CH:9][C:10]([C:13]2[N:14]=[C:15]([NH:18][C:20](=[O:22])[CH3:21])[S:16][CH:17]=2)=[CH:11][CH:12]=1)[CH3:2]. The catalyst class is: 4.